Task: Predict which catalyst facilitates the given reaction.. Dataset: Catalyst prediction with 721,799 reactions and 888 catalyst types from USPTO (1) Reactant: [N+:1]([C:4]1[CH:5]=[C:6]([CH:10]=[CH:11][C:12]#[N:13])[CH:7]=[CH:8][CH:9]=1)([O-])=O. Product: [NH2:1][C:4]1[CH:5]=[C:6]([CH:10]=[CH:11][C:12]#[N:13])[CH:7]=[CH:8][CH:9]=1. The catalyst class is: 409. (2) Reactant: [H-].[Al+3].[Li+].[H-].[H-].[H-].[Cl:7][C:8]1[CH:9]=[C:10]([C:14]2[C:15]3[N:16]([C:35]([CH2:38][CH3:39])=[CH:36][CH:37]=3)[N:17]=[C:18]([C:29]3[CH:34]=[CH:33][CH:32]=[CH:31][CH:30]=3)[C:19]=2[CH2:20][CH2:21][CH2:22][CH2:23][C:24](OCC)=[O:25])[CH:11]=[CH:12][CH:13]=1. Product: [Cl:7][C:8]1[CH:9]=[C:10]([C:14]2[C:15]3[N:16]([C:35]([CH2:38][CH3:39])=[CH:36][CH:37]=3)[N:17]=[C:18]([C:29]3[CH:30]=[CH:31][CH:32]=[CH:33][CH:34]=3)[C:19]=2[CH2:20][CH2:21][CH2:22][CH2:23][CH2:24][OH:25])[CH:11]=[CH:12][CH:13]=1. The catalyst class is: 7. (3) Reactant: [C:1]([O:5][C:6]([NH:8][C@@H:9]([CH2:13][C:14]1[CH:19]=[CH:18][C:17]([O:20][CH3:21])=[CH:16][CH:15]=1)[C:10]([OH:12])=[O:11])=[O:7])([CH3:4])([CH3:3])[CH3:2].[CH3:22][Si](C=[N+]=[N-])(C)C. Product: [CH3:22][O:11][C:10](=[O:12])[C@@H:9]([NH:8][C:6]([O:5][C:1]([CH3:3])([CH3:4])[CH3:2])=[O:7])[CH2:13][C:14]1[CH:19]=[CH:18][C:17]([O:20][CH3:21])=[CH:16][CH:15]=1. The catalyst class is: 5. (4) The catalyst class is: 10. Reactant: Cl[C:2]1(Cl)[CH2:7][O:6][CH2:5][CH2:4][O:3]1.[CH3:9][C:10]1[CH:11]=[C:12]([CH:14]=[CH:15][C:16]=1[N+:17]([O-:19])=[O:18])[NH2:13].C(=O)([O-])[O-].[Cs+].[Cs+]. Product: [CH3:9][C:10]1[CH:11]=[C:12]([N:13]2[CH2:2][CH2:7][O:6][CH2:5][C:4]2=[O:3])[CH:14]=[CH:15][C:16]=1[N+:17]([O-:19])=[O:18]. (5) Reactant: [Cl:1][C:2]1[CH:7]=[CH:6][C:5]([Cl:8])=[CH:4][C:3]=1[OH:9].Cl[C:11]1[CH:18]=[CH:17][C:14]([C:15]#[N:16])=[CH:13][C:12]=1[N+:19]([O-:21])=[O:20].C([O-])([O-])=O.[K+].[K+]. Product: [Cl:1][C:2]1[CH:7]=[CH:6][C:5]([Cl:8])=[CH:4][C:3]=1[O:9][C:11]1[CH:18]=[CH:17][C:14]([C:15]#[N:16])=[CH:13][C:12]=1[N+:19]([O-:21])=[O:20]. The catalyst class is: 1. (6) Reactant: [CH3:13][C:12]([O:11][C:9](O[C:9]([O:11][C:12]([CH3:15])([CH3:14])[CH3:13])=[O:10])=[O:10])([CH3:15])[CH3:14].[Cl:16][C:17]1[CH:22]=[CH:21][C:20]([NH:23][C:24](=[O:42])[CH2:25][CH2:26][C:27]2[CH:32]=[CH:31][CH:30]=[C:29]([O:33][C:34]3[CH:39]=[CH:38][N:37]=[C:36]([C:40]#[N:41])[CH:35]=3)[CH:28]=2)=[CH:19][C:18]=1[C:43]([F:46])([F:45])[F:44]. Product: [Cl:16][C:17]1[CH:22]=[CH:21][C:20]([NH:23][C:24](=[O:42])[CH2:25][CH2:26][C:27]2[CH:28]=[C:29]([CH:30]=[CH:31][CH:32]=2)[O:33][C:34]2[CH:39]=[CH:38][N:37]=[C:36]([CH2:40][NH:41][C:9](=[O:10])[O:11][C:12]([CH3:13])([CH3:14])[CH3:15])[CH:35]=2)=[CH:19][C:18]=1[C:43]([F:46])([F:44])[F:45]. The catalyst class is: 814. (7) Reactant: [C:1]([O:5][C:6]([N:8]1[CH2:13][CH2:12][CH:11]([NH:14][CH2:15][CH:16]([CH3:18])[CH3:17])[CH2:10][CH2:9]1)=[O:7])([CH3:4])([CH3:3])[CH3:2].[Cl:19][C:20]1[S:21][C:22]([CH:26]=O)=[C:23]([Cl:25])[N:24]=1.C(O)(=O)C.[BH-](OC(C)=O)(OC(C)=O)OC(C)=O.[Na+]. Product: [C:1]([O:5][C:6]([N:8]1[CH2:9][CH2:10][CH:11]([N:14]([CH2:26][C:22]2[S:21][C:20]([Cl:19])=[N:24][C:23]=2[Cl:25])[CH2:15][CH:16]([CH3:18])[CH3:17])[CH2:12][CH2:13]1)=[O:7])([CH3:4])([CH3:3])[CH3:2]. The catalyst class is: 288. (8) Product: [BrH:15].[Br:15][CH:3]([C:2](=[O:1])[C:9]1[CH:14]=[CH:13][CH:12]=[CH:11][N:10]=1)[C:4]([O:6][CH2:7][CH3:8])=[O:5]. Reactant: [O:1]=[C:2]([C:9]1[CH:14]=[CH:13][CH:12]=[CH:11][N:10]=1)[CH2:3][C:4]([O:6][CH2:7][CH3:8])=[O:5].[Br:15]Br. The catalyst class is: 22.